This data is from Catalyst prediction with 721,799 reactions and 888 catalyst types from USPTO. The task is: Predict which catalyst facilitates the given reaction. (1) Reactant: [CH:1]1[C:7](=[O:8])[NH:6][C:4](=[O:5])[N:3]([CH:9]2[O:13][CH:12]([CH2:14][O:15][P:16]([O:19][P:20]([O:23][P:24]([O-:27])([OH:26])=[O:25])([O-:22])=[O:21])([O-:18])=[O:17])[CH:11]([OH:28])[CH:10]2[OH:29])[CH:2]=1.[Na+].[Na+].[Na+].[CH2:33]([N:37]([CH2:42][CH2:43][CH2:44][CH3:45])[CH2:38][CH2:39][CH2:40][CH3:41])[CH2:34][CH2:35][CH3:36]. Product: [CH:1]1[C:7](=[O:8])[NH:6][C:4](=[O:5])[N:3]([C@@H:9]2[O:13][C@H:12]([CH2:14][O:15][P:16]([O:19][P:20]([O:23][P:24]([OH:26])([OH:27])=[O:25])([OH:22])=[O:21])([OH:18])=[O:17])[C@@H:11]([OH:28])[C@H:10]2[OH:29])[CH:2]=1.[CH2:42]([N:37]([CH2:33][CH2:34][CH2:35][CH3:36])[CH2:38][CH2:39][CH2:40][CH3:41])[CH2:43][CH2:44][CH3:45]. The catalyst class is: 6. (2) Reactant: [OH-].[Li+].[O:3]1[C:7]2[CH:8]=[CH:9][CH:10]=[CH:11][C:6]=2[N:5]=[C:4]1[C:12]1[CH:21]=[CH:20][C:15]([C:16]([O:18]C)=[O:17])=[CH:14][CH:13]=1.O. Product: [O:3]1[C:7]2[CH:8]=[CH:9][CH:10]=[CH:11][C:6]=2[N:5]=[C:4]1[C:12]1[CH:21]=[CH:20][C:15]([C:16]([OH:18])=[O:17])=[CH:14][CH:13]=1. The catalyst class is: 36. (3) Reactant: Cl[CH2:2][C:3]([NH:5][C:6]1[CH:19]=[CH:18][C:17]2[C:16](=[O:20])[C:15]3[C:10](=[CH:11][C:12]([NH:21][C:22](=[O:25])[CH2:23]Cl)=[CH:13][CH:14]=3)[C:9](=[O:26])[C:8]=2[CH:7]=1)=[O:4].[CH2:27]([NH:29][CH2:30][CH3:31])[CH3:28].[N:32]1[CH:37]=[CH:36]C=[CH:34][CH:33]=1. Product: [CH2:27]([N:29]([CH2:30][CH3:31])[CH2:2][C:3]([NH:5][C:6]1[CH:19]=[CH:18][C:17]2[C:16](=[O:20])[C:15]3[C:10](=[CH:11][C:12]([NH:21][C:22](=[O:25])[CH2:23][N:32]([CH2:37][CH3:36])[CH2:33][CH3:34])=[CH:13][CH:14]=3)[C:9](=[O:26])[C:8]=2[CH:7]=1)=[O:4])[CH3:28]. The catalyst class is: 9. (4) Reactant: [CH:1]1([N:6]2[C:14]3[C:9](=[CH:10][C:11](F)=[C:12]([CH3:15])[CH:13]=3)[C:8]([C:17]#[N:18])=[CH:7]2)[CH2:5][CH2:4][CH2:3]C1.[B:19](OC(C)C)([O:24]C(C)C)[O:20]C(C)C.[Li+].[CH3:33][CH:34]([N-]C(C)C)C. Product: [C:17]([C:8]1[C:9]2[C:14](=[CH:13][C:12]([CH:15]3[CH2:34][CH2:33]3)=[CH:11][CH:10]=2)[N:6]([CH:1]2[CH2:3][CH2:4][CH2:5]2)[C:7]=1[B:19]([OH:24])[OH:20])#[N:18]. The catalyst class is: 1. (5) Reactant: [O:1]1[C:6]2[CH:7]=[CH:8][C:9]([C:11]3[CH:15]=[CH:14][NH:13][N:12]=3)=[CH:10][C:5]=2[CH2:4][CH2:3][CH2:2]1.CN[C@@H]1CCCC[C@H]1NC.C(=O)([O-])[O-].[K+].[K+].Br[C:33]1[CH:34]=[CH:35][C:36]([Cl:45])=[C:37]([CH2:39][NH:40][C:41](=[O:44])[O:42][CH3:43])[CH:38]=1. Product: [Cl:45][C:36]1[CH:35]=[CH:34][C:33]([N:13]2[CH:14]=[CH:15][C:11]([C:9]3[CH:8]=[CH:7][C:6]4[O:1][CH2:2][CH2:3][CH2:4][C:5]=4[CH:10]=3)=[N:12]2)=[CH:38][C:37]=1[CH2:39][NH:40][C:41](=[O:44])[O:42][CH3:43]. The catalyst class is: 185. (6) Reactant: ClC[C:3]([N:5]([CH3:7])[CH3:6])=[O:4].[Cl:8][C:9]1[CH:14]=[CH:13][C:12]([CH:15]2[CH:19]([C:20]3[CH:25]=[CH:24][C:23]([Cl:26])=[CH:22][CH:21]=3)[NH:18][C:17]([C:27]3[CH:32]=[CH:31][C:30]([C:33]([F:36])([F:35])[F:34])=[CH:29][C:28]=3[O:37][CH2:38][CH3:39])=[N:16]2)=[CH:11][CH:10]=1.[CH:40]([N:43]([CH:46](C)C)[CH2:44]C)(C)C.[CH3:49][N:50](C)[CH:51]=[O:52]. Product: [Cl:8][C:9]1[CH:10]=[CH:11][C:12]([CH:15]2[CH:19]([C:20]3[CH:21]=[CH:22][C:23]([Cl:26])=[CH:24][CH:25]=3)[N:18]([C:3]([N:5]3[CH2:6][CH2:44][N:43]([CH2:46][C:51]([NH:50][CH3:49])=[O:52])[CH2:40][CH2:7]3)=[O:4])[C:17]([C:27]3[CH:32]=[CH:31][C:30]([C:33]([F:34])([F:35])[F:36])=[CH:29][C:28]=3[O:37][CH2:38][CH3:39])=[N:16]2)=[CH:13][CH:14]=1. The catalyst class is: 34. (7) Reactant: [F:1][C:2]1[CH:7]=[CH:6][C:5]([C:8](B2OC(C)(C)C(C)(C)O2)=[CH2:9])=[CH:4][CH:3]=1.Br[C:20]1[CH:21]=[N:22][C:23]([N:26]2[CH2:31][CH2:30][N:29]([C:32]([O:34][C:35]([CH3:38])([CH3:37])[CH3:36])=[O:33])[CH2:28][C@H:27]2[CH2:39][OH:40])=[N:24][CH:25]=1.C(=O)([O-])[O-].[Na+].[Na+]. Product: [F:1][C:2]1[CH:7]=[CH:6][C:5]([C:8]([C:20]2[CH:21]=[N:22][C:23]([N:26]3[CH2:31][CH2:30][N:29]([C:32]([O:34][C:35]([CH3:38])([CH3:37])[CH3:36])=[O:33])[CH2:28][C@H:27]3[CH2:39][OH:40])=[N:24][CH:25]=2)=[CH2:9])=[CH:4][CH:3]=1. The catalyst class is: 368. (8) Reactant: Cl[C:2]1[N:10]=[CH:9][N:8]=[C:7]2[C:3]=1[N:4]=[CH:5][N:6]2[C@@H:11]1[O:17][C@H:16]([CH2:18][OH:19])[C@@H:14]([OH:15])[C@H:12]1[OH:13].[CH3:20][NH:21][CH2:22][CH2:23][CH3:24]. Product: [CH3:20][N:21]([CH2:22][CH2:23][CH3:24])[C:2]1[N:10]=[CH:9][N:8]=[C:7]2[C:3]=1[N:4]=[CH:5][N:6]2[C@@H:11]1[O:17][C@H:16]([CH2:18][OH:19])[C@@H:14]([OH:15])[C@H:12]1[OH:13]. The catalyst class is: 8. (9) Reactant: [Cl:1][C:2]1[N:7]=[C:6]([Cl:8])[C:5]([OH:9])=[C:4]([Cl:10])[N:3]=1.[C:11]([O:15][C:16](=[O:22])[N:17]([CH2:19][CH2:20]O)[CH3:18])([CH3:14])([CH3:13])[CH3:12].C1(P(C2C=CC=CC=2)C2C=CC=CC=2)C=CC=CC=1.CC(OC(/N=N/C(OC(C)C)=O)=O)C. Product: [C:11]([O:15][C:16](=[O:22])[N:17]([CH3:18])[CH2:19][CH2:20][O:9][C:5]1[C:4]([Cl:10])=[N:3][C:2]([Cl:1])=[N:7][C:6]=1[Cl:8])([CH3:13])([CH3:14])[CH3:12]. The catalyst class is: 12.